This data is from Full USPTO retrosynthesis dataset with 1.9M reactions from patents (1976-2016). The task is: Predict the reactants needed to synthesize the given product. (1) Given the product [ClH:35].[ClH:35].[N:1]1[CH:6]=[CH:5][CH:4]=[CH:3][C:2]=1[N:7]([CH2:29][C:30]([O:32][CH2:33][CH3:34])=[O:31])[C:8]([C:10]1[CH:11]=[CH:12][C:13]2[S:17][C:16]([CH2:18][CH2:19][C:20]3[CH:21]=[CH:22][C:23]([C:26](=[NH:43])[NH2:27])=[CH:24][CH:25]=3)=[N:15][C:14]=2[CH:28]=1)=[O:9], predict the reactants needed to synthesize it. The reactants are: [N:1]1[CH:6]=[CH:5][CH:4]=[CH:3][C:2]=1[N:7]([CH2:29][C:30]([O:32][CH2:33][CH3:34])=[O:31])[C:8]([C:10]1[CH:11]=[CH:12][C:13]2[S:17][C:16]([CH2:18][CH2:19][C:20]3[CH:25]=[CH:24][C:23]([C:26]#[N:27])=[CH:22][CH:21]=3)=[N:15][C:14]=2[CH:28]=1)=[O:9].[ClH:35].C(O)C.C(=O)([O-])[O-].[NH4+:43].[NH4+]. (2) Given the product [Br:17][C:18]1[CH:19]=[C:20]([CH:21]=[C:22]([F:24])[CH:23]=1)[CH2:25][NH:26][C:14]([C@@H:9]1[CH2:10][C@@H:11]([F:13])[CH2:12][N:8]1[C:6]([O:5][C:1]([CH3:2])([CH3:3])[CH3:4])=[O:7])=[O:16], predict the reactants needed to synthesize it. The reactants are: [C:1]([O:5][C:6]([N:8]1[CH2:12][C@H:11]([F:13])[CH2:10][C@H:9]1[C:14]([OH:16])=O)=[O:7])([CH3:4])([CH3:3])[CH3:2].[Br:17][C:18]1[CH:19]=[C:20]([CH2:25][NH2:26])[CH:21]=[C:22]([F:24])[CH:23]=1.C(N(CC)C(C)C)(C)C.CN(C(ON1N=NC2C=CC=NC1=2)=[N+](C)C)C.F[P-](F)(F)(F)(F)F. (3) Given the product [CH3:1][N:2]([CH3:16])[C:3]1([C:10]2[CH:15]=[CH:14][CH:13]=[CH:12][CH:11]=2)[CH2:8][CH2:7][CH:6]([CH:18]=[O:19])[CH2:5][CH2:4]1, predict the reactants needed to synthesize it. The reactants are: [CH3:1][N:2]([CH3:16])[C:3]1([C:10]2[CH:15]=[CH:14][CH:13]=[CH:12][CH:11]=2)[CH2:8][CH2:7][C:6](=O)[CH2:5][CH2:4]1.[Cl-].[CH3:18][O:19]C[P+](C1C=CC=CC=1)(C1C=CC=CC=1)C1C=CC=CC=1.O. (4) Given the product [Cl:30][CH:18]([C:20]1[S:21][C:22]([Cl:25])=[CH:23][CH:24]=1)[C:15]1[CH:16]=[C:17]2[C:12](=[CH:13][CH:14]=1)[N:11]([CH3:26])[C:10](=[O:27])[CH:9]=[C:8]2[C:4]1[CH:5]=[CH:6][CH:7]=[C:2]([Cl:1])[CH:3]=1, predict the reactants needed to synthesize it. The reactants are: [Cl:1][C:2]1[CH:3]=[C:4]([C:8]2[C:17]3[C:12](=[CH:13][CH:14]=[C:15]([CH:18]([C:20]4[S:21][C:22]([Cl:25])=[CH:23][CH:24]=4)O)[CH:16]=3)[N:11]([CH3:26])[C:10](=[O:27])[CH:9]=2)[CH:5]=[CH:6][CH:7]=1.S(Cl)([Cl:30])=O. (5) Given the product [Cl:7][C:6]1[S:5][C:4]([S:8]([NH:11][C:12]2[CH:21]=[CH:20][C:15]([C:16]([O:18][CH3:19])=[O:17])=[C:14]([OH:22])[CH:13]=2)(=[O:10])=[O:9])=[CH:3][C:2]=1[C:25]1[CH:24]=[N:23][CH:28]=[CH:27][CH:26]=1, predict the reactants needed to synthesize it. The reactants are: Br[C:2]1[CH:3]=[C:4]([S:8]([NH:11][C:12]2[CH:21]=[CH:20][C:15]([C:16]([O:18][CH3:19])=[O:17])=[C:14]([OH:22])[CH:13]=2)(=[O:10])=[O:9])[S:5][C:6]=1[Cl:7].[N:23]1[CH:28]=[CH:27][CH:26]=[C:25](B(O)O)[CH:24]=1. (6) Given the product [Cl:1][C:2]1[CH:7]=[C:6]([C:19]2[CH:20]=[N:21][C:22]([C:25]([F:28])([F:27])[F:26])=[N:23][CH:24]=2)[C:5]([C:9]([F:12])([F:11])[F:10])=[CH:4][N:3]=1, predict the reactants needed to synthesize it. The reactants are: [Cl:1][C:2]1[CH:7]=[C:6](I)[C:5]([C:9]([F:12])([F:11])[F:10])=[CH:4][N:3]=1.CC1(C)OB([C:19]2[CH:20]=[N:21][C:22]([C:25]([F:28])([F:27])[F:26])=[N:23][CH:24]=2)OC1(C)C.C(=O)([O-])[O-].[K+].[K+].